From a dataset of Reaction yield outcomes from USPTO patents with 853,638 reactions. Predict the reaction yield, written as a fraction of the theoretical maximum amount of product (1.0 means a 100% yield; for example, 0.34 means a 34% yield). (1) The reactants are [OH:1][C:2]1[C:3]([CH3:11])=[C:4]([CH:8]=[CH:9][CH:10]=1)[C:5]([OH:7])=[O:6].[H-].[Na+].[CH2:14](Br)[C:15]1[CH:20]=[CH:19][CH:18]=[CH:17][CH:16]=1.O. The catalyst is O1CCCC1.CN(C)C=O. The product is [CH2:14]([O:1][C:2]1[C:3]([CH3:11])=[C:4]([CH:8]=[CH:9][CH:10]=1)[C:5]([OH:7])=[O:6])[C:15]1[CH:20]=[CH:19][CH:18]=[CH:17][CH:16]=1. The yield is 0.730. (2) The reactants are C[O:2][C:3](=[O:40])[C:4]1[CH:9]=[CH:8][C:7]([O:10][C:11]2[N:16]=[CH:15][C:14]([CH2:17][N:18]3[CH2:23][CH2:22][CH:21]([N:24]4[C@H:28]([C:29]5[CH:33]=[CH:32][S:31][CH:30]=5)[CH2:27][N:26]([CH:34]5[CH2:38][CH2:37][CH2:36][CH2:35]5)[C:25]4=[O:39])[CH2:20][CH2:19]3)=[CH:13][N:12]=2)=[CH:6][CH:5]=1. The catalyst is C1COCC1. The product is [CH:34]1([N:26]2[CH2:27][C@@H:28]([C:29]3[CH:33]=[CH:32][S:31][CH:30]=3)[N:24]([CH:21]3[CH2:20][CH2:19][N:18]([CH2:17][C:14]4[CH:15]=[N:16][C:11]([O:10][C:7]5[CH:6]=[CH:5][C:4]([C:3]([OH:40])=[O:2])=[CH:9][CH:8]=5)=[N:12][CH:13]=4)[CH2:23][CH2:22]3)[C:25]2=[O:39])[CH2:35][CH2:36][CH2:37][CH2:38]1. The yield is 0.430.